This data is from Full USPTO retrosynthesis dataset with 1.9M reactions from patents (1976-2016). The task is: Predict the reactants needed to synthesize the given product. (1) Given the product [CH3:1][C@H:2]1[C@@H:11]2[CH2:12][CH2:13][C:14]3([CH3:18])[O:16][O:17][C@:10]42[C@H:5]([C@@H:6]([CH3:20])[C@@H:7]([O:19][C:21]([CH2:22][CH2:23][C:24]([OH:26])=[O:25])=[O:27])[O:8][C@@H:9]4[O:15]3)[CH2:4][CH2:3]1, predict the reactants needed to synthesize it. The reactants are: [CH3:1][C@H:2]1[C@@H:11]2[CH2:12][CH2:13][C:14]3([CH3:18])[O:16][O:17][C@:10]42[C@H:5]([C@@H:6]([CH3:20])[C@@H:7]([OH:19])[O:8][C@@H:9]4[O:15]3)[CH2:4][CH2:3]1.[C:21]1(=[O:27])[O:26][C:24](=[O:25])[CH2:23][CH2:22]1.C(N(CC)CC)C. (2) Given the product [CH3:18][O:17][C:14]1[CH:15]=[CH:16][C:11]([C:4]2[CH:5]=[CH:6][C:7]([C:8]([OH:10])=[O:9])=[C:2]([NH:1][C:20]([NH:19][C:22]3[C:23]([CH3:30])=[CH:24][C:25]([CH3:29])=[CH:26][C:27]=3[CH3:28])=[O:21])[CH:3]=2)=[CH:12][CH:13]=1, predict the reactants needed to synthesize it. The reactants are: [NH2:1][C:2]1[CH:3]=[C:4]([C:11]2[CH:16]=[CH:15][C:14]([O:17][CH3:18])=[CH:13][CH:12]=2)[CH:5]=[CH:6][C:7]=1[C:8]([OH:10])=[O:9].[N:19]([C:22]1[C:27]([CH3:28])=[CH:26][C:25]([CH3:29])=[CH:24][C:23]=1[CH3:30])=[C:20]=[O:21].Cl.C(OCC)(=O)C.